This data is from Peptide-MHC class II binding affinity with 134,281 pairs from IEDB. The task is: Regression. Given a peptide amino acid sequence and an MHC pseudo amino acid sequence, predict their binding affinity value. This is MHC class II binding data. (1) The peptide sequence is KTKQIGNRPGPSRGV. The MHC is H-2-IEd with pseudo-sequence H-2-IEd. The binding affinity (normalized) is 0.0377. (2) The peptide sequence is EDDLLNRNNTFKPFA. The MHC is DRB1_1302 with pseudo-sequence DRB1_1302. The binding affinity (normalized) is 0.246.